This data is from Catalyst prediction with 721,799 reactions and 888 catalyst types from USPTO. The task is: Predict which catalyst facilitates the given reaction. (1) Reactant: [Br:1][C:2]1[CH:7]=[CH:6][C:5]([C:8]2[C:12](O)([CH3:13])[NH:11][C:10](=[O:15])[CH:9]=2)=[CH:4][CH:3]=1.O=P12OP3(OP(OP(O3)(O1)=O)(=O)O2)=O.N1C(=O)C=CC=1. Product: [Br:1][C:2]1[CH:3]=[CH:4][C:5]([C:8]2[C:12](=[CH2:13])[NH:11][C:10](=[O:15])[CH:9]=2)=[CH:6][CH:7]=1. The catalyst class is: 4. (2) Reactant: C([N:4]1[C:12]2[C:7](=[CH:8][CH:9]=[C:10]([C:13]([O:15]C)=[O:14])[CH:11]=2)[C:6]([O:17][CH3:18])=[CH:5]1)(=O)C.O.[OH-].[Li+]. Product: [CH3:18][O:17][C:6]1[C:7]2[C:12](=[CH:11][C:10]([C:13]([OH:15])=[O:14])=[CH:9][CH:8]=2)[NH:4][CH:5]=1. The catalyst class is: 20. (3) Reactant: [Cl:1][C:2]1[CH:7]=[CH:6][CH:5]=[C:4]([Cl:8])[C:3]=1[NH:9][C:10]([NH:12][C:13]1[S:14][C:15]([C:25]2[CH:30]=[CH:29][C:28]([F:31])=[CH:27][CH:26]=2)=[CH:16][C:17]=1[C:18]([O:20]C(C)(C)C)=[O:19])=[O:11].C(O)(C(F)(F)F)=O. Product: [Cl:1][C:2]1[CH:7]=[CH:6][CH:5]=[C:4]([Cl:8])[C:3]=1[NH:9][C:10]([NH:12][C:13]1[S:14][C:15]([C:25]2[CH:26]=[CH:27][C:28]([F:31])=[CH:29][CH:30]=2)=[CH:16][C:17]=1[C:18]([OH:20])=[O:19])=[O:11]. The catalyst class is: 22. (4) Reactant: [C:1]1([S:7]([CH3:9])=O)[CH:6]=[CH:5][CH:4]=[CH:3][CH:2]=1.[CH3:10][C:11]1[CH:16]=[CH:15][C:14]([CH3:17])=[C:13]([CH3:18])[C:12]=1[CH3:19].[F:20][C:21]([F:34])([F:33])[S:22]([O:25]S(C(F)(F)F)(=O)=O)(=[O:24])=[O:23]. Product: [O-:25][S:22]([C:21]([F:34])([F:33])[F:20])(=[O:24])=[O:23].[CH3:9][S+:7]([C:16]1[CH:15]=[C:14]([CH3:17])[C:13]([CH3:18])=[C:12]([CH3:19])[C:11]=1[CH3:10])[C:1]1[CH:6]=[CH:5][CH:4]=[CH:3][CH:2]=1. The catalyst class is: 27. (5) Reactant: [CH2:1]([O:8][C:9]1[CH:17]=[C:16]2[C:12]([CH2:13][CH2:14][C:15]2=[O:18])=[CH:11][CH:10]=1)[C:2]1[CH:7]=[CH:6][CH:5]=[CH:4][CH:3]=1.[BH4-].[Na+]. Product: [CH2:1]([O:8][C:9]1[CH:17]=[C:16]2[C:12]([CH2:13][CH2:14][CH:15]2[OH:18])=[CH:11][CH:10]=1)[C:2]1[CH:3]=[CH:4][CH:5]=[CH:6][CH:7]=1. The catalyst class is: 5.